Task: Predict the reaction yield, written as a fraction of the theoretical maximum amount of product (1.0 means a 100% yield; for example, 0.34 means a 34% yield).. Dataset: Reaction yield outcomes from USPTO patents with 853,638 reactions (1) The reactants are [F:1][C:2]([F:14])([F:13])[C:3]([C:9]([F:12])([F:11])[F:10])(O)[CH2:4][CH:5]=[CH:6]C.OS(O)(=O)=O. The product is [F:1][C:2]([F:13])([F:14])[C:3]([C:9]([F:10])([F:11])[F:12])=[CH:4][CH:5]=[CH2:6]. The yield is 0.455. No catalyst specified. (2) The reactants are Br[C:2]1[CH:7]=[CH:6][C:5]([O:8][CH3:9])=[C:4]([N+:10]([O-:12])=[O:11])[CH:3]=1.[NH:13]1[CH2:18][CH2:17][O:16][CH2:15][CH2:14]1.P([O-])([O-])([O-])=O.[K+].[K+].[K+]. The catalyst is C(COC)OC.C(OCC)(=O)C.C([O-])(=O)C.[Pd+2].C([O-])(=O)C. The product is [CH3:9][O:8][C:5]1[CH:6]=[CH:7][C:2]([N:13]2[CH2:18][CH2:17][O:16][CH2:15][CH2:14]2)=[CH:3][C:4]=1[N+:10]([O-:12])=[O:11]. The yield is 0.690.